From a dataset of Reaction yield outcomes from USPTO patents with 853,638 reactions. Predict the reaction yield, written as a fraction of the theoretical maximum amount of product (1.0 means a 100% yield; for example, 0.34 means a 34% yield). (1) The reactants are [Cl:1][C:2]1[C:3]([NH:18][CH:19]2[CH2:33][CH:22]3[CH2:23][N:24](C(OC(C)(C)C)=O)[CH2:25][CH:21]3[CH2:20]2)=[N:4][C:5]([NH:8][C:9]2[N:13]([CH3:14])[N:12]=[C:11]([CH:15]3[CH2:17][CH2:16]3)[CH:10]=2)=[N:6][CH:7]=1.Cl.CCOC(C)=O. The catalyst is C(Cl)Cl. The product is [Cl:1][C:2]1[C:3]([NH:18][CH:19]2[CH2:33][CH:22]3[CH2:23][NH:24][CH2:25][CH:21]3[CH2:20]2)=[N:4][C:5]([NH:8][C:9]2[N:13]([CH3:14])[N:12]=[C:11]([CH:15]3[CH2:17][CH2:16]3)[CH:10]=2)=[N:6][CH:7]=1. The yield is 0.950. (2) The reactants are C(N([CH2:6][CH3:7])CC)C.I[C:9]1[CH:19]=[CH:18][C:12]([C:13]([O:15][CH2:16][CH3:17])=[O:14])=[CH:11][CH:10]=1. The catalyst is Cl[Pd](Cl)([P](C1C=CC=CC=1)(C1C=CC=CC=1)C1C=CC=CC=1)[P](C1C=CC=CC=1)(C1C=CC=CC=1)C1C=CC=CC=1.[Cu]I.C1COCC1. The product is [CH:13]([C:12]1[CH:18]=[CH:19][C:9]([C:6]#[C:7][C:9]2[CH:19]=[CH:18][C:12]([C:13]([O:15][CH2:16][CH3:17])=[O:14])=[CH:11][CH:10]=2)=[CH:10][CH:11]=1)=[O:14]. The yield is 0.690. (3) The reactants are [CH3:1][CH2:2][O:3][C:4](/[C:6](/Cl)=[N:7]\[OH:8])=[O:5].[F:10][C:11]([F:16])([F:15])[C:12](Br)=[CH2:13]. The catalyst is CCOCC.CCOC(C)=O. The product is [F:10][C:11]([F:16])([F:15])[C:12]1[O:8][N:7]=[C:6]([C:4]([O:3][CH2:2][CH3:1])=[O:5])[CH:13]=1. The yield is 0.640. (4) The reactants are [NH2:1][C:2]1[N:3]([CH3:22])[C:4](=[O:21])[C:5]2[C:10]([C:11]3[C:16]([CH3:17])=[CH:15][C:14]([CH3:18])=[CH:13][C:12]=3[CH3:19])=[CH:9][N:8]([CH3:20])[C:6]=2[N:7]=1.ClC(OC1C=CC([N+]([O-])=O)=CC=1)=[O:25].[CH2:36]([N:38]([CH2:41]C)[CH2:39]C)C.CNC. The catalyst is O1CCCC1. The product is [C:12]1([CH3:19])[CH:13]=[C:14]([CH3:18])[CH:15]=[C:16]([CH3:17])[C:11]=1[C:10]1[C:5]2[C:4](=[O:21])[N:3]([CH3:22])[C:2]([NH:1][C:36](=[O:25])[N:38]([CH3:41])[CH3:39])=[N:7][C:6]=2[N:8]([CH3:20])[CH:9]=1. The yield is 0.240. (5) The reactants are [F:1][C:2]1[CH:7]=[C:6](I)[CH:5]=[CH:4][C:3]=1[N:9]1[CH:14]=[C:13]([O:15][CH3:16])[C:12](=[O:17])[C:11]([C:18]2[N:22]([C:23]3[CH:28]=[CH:27][CH:26]=[CH:25][CH:24]=3)[N:21]=[CH:20][CH:19]=2)=[N:10]1.[NH:29]1[CH:33]=[CH:32][N:31]=[CH:30]1.N[C@@H]1CCCC[C@H]1N.C([O-])([O-])=O.[Cs+].[Cs+]. The catalyst is O1CCOCC1.[Cu]I.O. The product is [F:1][C:2]1[CH:7]=[C:6]([N:29]2[CH:33]=[CH:32][N:31]=[CH:30]2)[CH:5]=[CH:4][C:3]=1[N:9]1[CH:14]=[C:13]([O:15][CH3:16])[C:12](=[O:17])[C:11]([C:18]2[N:22]([C:23]3[CH:28]=[CH:27][CH:26]=[CH:25][CH:24]=3)[N:21]=[CH:20][CH:19]=2)=[N:10]1. The yield is 0.0800.